Dataset: Reaction yield outcomes from USPTO patents with 853,638 reactions. Task: Predict the reaction yield, written as a fraction of the theoretical maximum amount of product (1.0 means a 100% yield; for example, 0.34 means a 34% yield). (1) The reactants are [O:1]=[C:2]([NH:24][CH2:25][C:26]1[C:27]([C:36]2[CH:37]=[C:38]([CH3:42])[CH:39]=[CH:40][CH:41]=2)=[N:28][C:29]([C:32]([F:35])([F:34])[F:33])=[CH:30][CH:31]=1)[CH:3]([C:5]1[CH:23]=[CH:22][C:8]([CH2:9][NH:10][S:11]([NH:14]C(=O)OC(C)(C)C)(=[O:13])=[O:12])=[CH:7][CH:6]=1)[CH3:4].C(=O)(O)[O-].[Na+]. The catalyst is ClCCl. The product is [S:11]([NH:10][CH2:9][C:8]1[CH:22]=[CH:23][C:5]([CH:3]([CH3:4])[C:2]([NH:24][CH2:25][C:26]2[C:27]([C:36]3[CH:37]=[C:38]([CH3:42])[CH:39]=[CH:40][CH:41]=3)=[N:28][C:29]([C:32]([F:33])([F:35])[F:34])=[CH:30][CH:31]=2)=[O:1])=[CH:6][CH:7]=1)(=[O:12])(=[O:13])[NH2:14]. The yield is 0.660. (2) The reactants are [Br:1][C:2]1[C:3]([O:18][C:19]2[CH:24]=[CH:23][C:22]([C:25]([O:27]C(C)(C)C)=[O:26])=[CH:21][CH:20]=2)=[C:4]([Cl:17])[CH:5]=[C:6]2[C:11]=1[O:10][CH2:9][CH2:8][CH:7]2[C:12]([O:14][CH2:15][CH3:16])=[O:13].FC(F)(F)C(O)=O. The catalyst is ClCCl. The product is [Br:1][C:2]1[C:3]([O:18][C:19]2[CH:20]=[CH:21][C:22]([C:25]([OH:27])=[O:26])=[CH:23][CH:24]=2)=[C:4]([Cl:17])[CH:5]=[C:6]2[C:11]=1[O:10][CH2:9][CH2:8][CH:7]2[C:12]([O:14][CH2:15][CH3:16])=[O:13]. The yield is 0.990. (3) The reactants are Cl.CN(C)CCCN=C=NCC.CN(C=O)C.[CH3:18][N:19]1[C:27]2[C:22](=[CH:23][CH:24]=[CH:25][CH:26]=2)[C:21]([CH3:28])=[C:20]1[C:29]([OH:31])=O.[NH2:32][C@H:33]([C:37]([NH:39][CH:40]([CH:49]([OH:52])[CH2:50][F:51])[CH2:41][C:42]([O:44][C:45]([CH3:48])([CH3:47])[CH3:46])=[O:43])=[O:38])[CH:34]([CH3:36])[CH3:35]. The catalyst is CN(C)C1C=CN=CC=1.C(Cl)Cl. The product is [CH3:18][N:19]1[C:27]2[C:22](=[CH:23][CH:24]=[CH:25][CH:26]=2)[C:21]([CH3:28])=[C:20]1[C:29]([NH:32][C@H:33]([C:37]([NH:39][CH:40]([CH:49]([OH:52])[CH2:50][F:51])[CH2:41][C:42]([O:44][C:45]([CH3:46])([CH3:47])[CH3:48])=[O:43])=[O:38])[CH:34]([CH3:35])[CH3:36])=[O:31]. The yield is 0.560. (4) The reactants are [CH3:1][O:2][C:3]1[CH:4]=[C:5]([C:13](=[O:15])[CH3:14])[CH:6]=[C:7]([O:11][CH3:12])[C:8]=1[O:9][CH3:10].[CH3:16][O:17][C:18]1[CH:19]=[C:20]([C:26]2[CH:30]=[C:29]([CH:31]=O)[NH:28][N:27]=2)[CH:21]=[CH:22][C:23]=1[O:24][CH3:25].[OH-].[K+]. The catalyst is CO.C(OCC)(=O)C.CCCCCC. The product is [CH3:16][O:17][C:18]1[CH:19]=[C:20]([C:26]2[CH:30]=[C:29](/[CH:31]=[CH:14]/[C:13]([C:5]3[CH:6]=[C:7]([O:11][CH3:12])[C:8]([O:9][CH3:10])=[C:3]([O:2][CH3:1])[CH:4]=3)=[O:15])[NH:28][N:27]=2)[CH:21]=[CH:22][C:23]=1[O:24][CH3:25]. The yield is 0.660. (5) The reactants are [C:1]([O:5][C:6](=[O:26])[NH:7][C@@H:8]1[C:17]2[C:12](=[CH:13][CH:14]=[CH:15][CH:16]=2)[C@@H:11]([O:18][C:19]2[CH:24]=[CH:23][N:22]=[C:21](Cl)[CH:20]=2)[CH2:10][CH2:9]1)([CH3:4])([CH3:3])[CH3:2].[CH3:27][O:28][CH2:29][C:30]([NH2:32])=[O:31].CC1(C)C2C(=C(P(C3C=CC=CC=3)C3C=CC=CC=3)C=CC=2)OC2C(P(C3C=CC=CC=3)C3C=CC=CC=3)=CC=CC1=2.C(=O)([O-])[O-].[K+].[K+]. The catalyst is O1CCOCC1.C([O-])(=O)C.[Pd+2].C([O-])(=O)C. The product is [C:1]([O:5][C:6](=[O:26])[NH:7][C@@H:8]1[C:17]2[C:12](=[CH:13][CH:14]=[CH:15][CH:16]=2)[C@@H:11]([O:18][C:19]2[CH:24]=[CH:23][N:22]=[C:21]([NH:32][C:30](=[O:31])[CH2:29][O:28][CH3:27])[CH:20]=2)[CH2:10][CH2:9]1)([CH3:4])([CH3:3])[CH3:2]. The yield is 0.440. (6) The reactants are [N:1]1[C:8]([Cl:9])=[N:7][C:5]([Cl:6])=[N:4][C:2]=1[Cl:3].[Cl-].[Al+3].[Cl-].[Cl-].[OH-].[Al+3].[OH-].[OH-].[C:18]1([CH3:25])[CH:23]=[CH:22][CH:21]=[C:20]([CH3:24])[CH:19]=1. The catalyst is ClC1C=CC=CC=1. The product is [N:1]1[C:8]([Cl:9])=[N:7][C:5]([Cl:6])=[N:4][C:2]=1[Cl:3].[Cl:3][C:2]1[N:4]=[C:5]([C:23]2[CH:22]=[CH:21][C:20]([CH3:24])=[CH:19][C:18]=2[CH3:25])[N:7]=[C:8]([C:23]2[CH:22]=[CH:21][C:20]([CH3:24])=[CH:19][C:18]=2[CH3:25])[N:1]=1.[CH3:25][C:18]1[CH:19]=[C:20]([CH3:24])[CH:21]=[CH:22][C:23]=1[C:2]1[N:4]=[C:5]([C:23]2[CH:22]=[CH:21][C:20]([CH3:24])=[CH:19][C:18]=2[CH3:25])[N:7]=[C:8]([C:23]2[CH:22]=[CH:21][C:20]([CH3:24])=[CH:19][C:18]=2[CH3:25])[N:1]=1. The yield is 0.980. (7) The reactants are [CH:1]([N:14]1[CH2:17][C:16]([F:20])([C:18]#N)[CH2:15]1)([C:8]1[CH:13]=[CH:12][CH:11]=[CH:10][CH:9]=1)[C:2]1[CH:7]=[CH:6][CH:5]=[CH:4][CH:3]=1.[OH-:21].[Na+].Cl.C([OH:26])C. No catalyst specified. The product is [CH:1]([N:14]1[CH2:17][C:16]([F:20])([C:18]([OH:26])=[O:21])[CH2:15]1)([C:8]1[CH:13]=[CH:12][CH:11]=[CH:10][CH:9]=1)[C:2]1[CH:7]=[CH:6][CH:5]=[CH:4][CH:3]=1. The yield is 0.130.